This data is from NCI-60 drug combinations with 297,098 pairs across 59 cell lines. The task is: Regression. Given two drug SMILES strings and cell line genomic features, predict the synergy score measuring deviation from expected non-interaction effect. (1) Drug 1: C1CC(C1)(C(=O)O)C(=O)O.[NH2-].[NH2-].[Pt+2]. Drug 2: CC(C)CN1C=NC2=C1C3=CC=CC=C3N=C2N. Cell line: CAKI-1. Synergy scores: CSS=-6.51, Synergy_ZIP=1.87, Synergy_Bliss=-1.74, Synergy_Loewe=-5.52, Synergy_HSA=-4.66. (2) Drug 1: CC1=C2C(C(=O)C3(C(CC4C(C3C(C(C2(C)C)(CC1OC(=O)C(C(C5=CC=CC=C5)NC(=O)OC(C)(C)C)O)O)OC(=O)C6=CC=CC=C6)(CO4)OC(=O)C)OC)C)OC. Drug 2: CC12CCC3C(C1CCC2O)C(CC4=C3C=CC(=C4)O)CCCCCCCCCS(=O)CCCC(C(F)(F)F)(F)F. Cell line: NCI-H522. Synergy scores: CSS=61.0, Synergy_ZIP=16.5, Synergy_Bliss=17.9, Synergy_Loewe=1.76, Synergy_HSA=19.9. (3) Drug 1: C1=NC(=NC(=O)N1C2C(C(C(O2)CO)O)O)N. Drug 2: N.N.Cl[Pt+2]Cl. Cell line: MOLT-4. Synergy scores: CSS=72.8, Synergy_ZIP=-0.851, Synergy_Bliss=1.95, Synergy_Loewe=4.66, Synergy_HSA=7.23.